This data is from Full USPTO retrosynthesis dataset with 1.9M reactions from patents (1976-2016). The task is: Predict the reactants needed to synthesize the given product. (1) Given the product [C:50]1([N:6]2[C:5]3[CH:4]=[CH:3][C:2]([C:30]4[CH:31]=[CH:32][C:33]5[NH:21][C:22]6[C:27]([C:28]=5[CH:29]=4)=[CH:26][CH:25]=[CH:24][CH:23]=6)=[CH:14][C:13]=3[C:12]3[C:7]2=[CH:8][CH:9]=[CH:10][CH:11]=3)[CH:49]=[CH:13][CH:14]=[CH:2][CH:3]=1, predict the reactants needed to synthesize it. The reactants are: Br[C:2]1[CH:3]=[CH:4][C:5]2[NH:6][C:7]3[C:12]([C:13]=2[CH:14]=1)=[CH:11][CH:10]=[CH:9][CH:8]=3.C1([N:21]2[C:33]3[CH:32]=[CH:31][C:30](B4OC(C)(C)C(C)(C)O4)=[CH:29][C:28]=3[C:27]3[C:22]2=[CH:23][CH:24]=[CH:25][CH:26]=3)C=CC=CC=1.C([O-])([O-])=O.[Na+].[Na+].[CH3:49][CH2:50]O. (2) Given the product [CH3:1][O:2][C:3](=[O:12])[CH2:4][C:5]1[CH:10]=[CH:9][N:8]=[C:7]([C:19]2[CH:18]=[CH:17][C:16]([O:15][C:14]([F:13])([F:25])[F:26])=[CH:21][CH:20]=2)[CH:6]=1, predict the reactants needed to synthesize it. The reactants are: [CH3:1][O:2][C:3](=[O:12])[CH2:4][C:5]1[CH:10]=[CH:9][N:8]=[C:7](Cl)[CH:6]=1.[F:13][C:14]([F:26])([F:25])[O:15][C:16]1[CH:21]=[CH:20][C:19](B(O)O)=[CH:18][CH:17]=1.P([O-])([O-])([O-])=O.[K+].[K+].[K+].C(Cl)Cl.N#N. (3) Given the product [Cl:1][CH2:2][C@@H:3]([OH:10])[CH2:4][C:5]([O:7][CH2:8][CH3:9])=[O:6], predict the reactants needed to synthesize it. The reactants are: [Cl:1][CH2:2][C:3](=[O:10])[CH2:4][C:5]([O:7][CH2:8][CH3:9])=[O:6].P([O-])([O-])([O-])=O.C1C=[N+]([C@@H]2O[C@H](COP(OP(OC[C@H]3O[C@@H](N4C5N=CN=C(N)C=5N=C4)[C@H](OP(O)(O)=O)[C@@H]3O)(O)=O)(O)=O)[C@@H](O)[C@H]2O)C=C(C(N)=O)C=1.O=C[C@@H]([C@H]([C@@H]([C@@H](CO)O)O)O)O.[Na+].[Cl-].[OH-].[Na+].ClCC(O)CC(OCC)=O. (4) Given the product [N:10]1[N:11]([C:2]2[CH:3]=[C:4]([CH2:8][OH:9])[CH:5]=[CH:6][CH:7]=2)[N:12]=[CH:13][CH:14]=1, predict the reactants needed to synthesize it. The reactants are: I[C:2]1[CH:3]=[C:4]([CH2:8][OH:9])[CH:5]=[CH:6][CH:7]=1.[N:10]1[N:11](C2C=CC=CC=2CO)[N:12]=[CH:13][CH:14]=1. (5) Given the product [CH3:1][O:2][C:3]1[CH:4]=[C:5]([CH:8]=[CH:9][C:10]=1[O:11][CH3:12])[CH2:6][NH:27][C:30]1[CH:31]=[CH:23][C:15]([OH:14])=[C:16]([CH:20]=1)[C:17]([O:19][CH3:34])=[O:18], predict the reactants needed to synthesize it. The reactants are: [CH3:1][O:2][C:3]1[CH:4]=[C:5]([CH:8]=[CH:9][C:10]=1[O:11][CH3:12])[CH:6]=O.C[O:14][C:15]1[C:16](=[CH:20]C=C(N)[CH:23]=1)[C:17]([OH:19])=[O:18].CC[N:27]([CH2:30][CH3:31])CC.[BH4-].[Na+].[CH3:34]O.